Dataset: Forward reaction prediction with 1.9M reactions from USPTO patents (1976-2016). Task: Predict the product of the given reaction. Given the reactants [NH2:1][C:2]1[N:7]=[C:6]([NH:8][CH2:9][CH2:10][CH2:11][CH3:12])[C:5]([CH2:13][C:14]2[CH:19]=[CH:18][C:17]([CH2:20][C:21]([O:23]C)=[O:22])=[CH:16][C:15]=2[OH:25])=[C:4]([CH3:26])[N:3]=1.[Li+].[OH-], predict the reaction product. The product is: [NH2:1][C:2]1[N:7]=[C:6]([NH:8][CH2:9][CH2:10][CH2:11][CH3:12])[C:5]([CH2:13][C:14]2[CH:19]=[CH:18][C:17]([CH2:20][C:21]([OH:23])=[O:22])=[CH:16][C:15]=2[OH:25])=[C:4]([CH3:26])[N:3]=1.